The task is: Regression. Given two drug SMILES strings and cell line genomic features, predict the synergy score measuring deviation from expected non-interaction effect.. This data is from Merck oncology drug combination screen with 23,052 pairs across 39 cell lines. Drug 1: O=P1(N(CCCl)CCCl)NCCCO1. Drug 2: O=C(NOCC(O)CO)c1ccc(F)c(F)c1Nc1ccc(I)cc1F. Cell line: HCT116. Synergy scores: synergy=4.87.